Regression/Classification. Given a drug SMILES string, predict its absorption, distribution, metabolism, or excretion properties. Task type varies by dataset: regression for continuous measurements (e.g., permeability, clearance, half-life) or binary classification for categorical outcomes (e.g., BBB penetration, CYP inhibition). Dataset: cyp2c9_veith. From a dataset of CYP2C9 inhibition data for predicting drug metabolism from PubChem BioAssay. The molecule is CC(=O)c1c(O)c(C)c(O)c(Cc2c(O)c3c(c(C(=O)/C=C\c4ccccc4)c2O)OC(C)(C)C=C3)c1O. The result is 0 (non-inhibitor).